From a dataset of Forward reaction prediction with 1.9M reactions from USPTO patents (1976-2016). Predict the product of the given reaction. (1) Given the reactants [NH2:1][C:2]1[CH:7]=[CH:6][C:5]([S:8][C:9]2[CH:24]=[CH:23][C:12]([C:13]([NH:15][C:16]3[CH:21]=[CH:20][C:19]([Br:22])=[CH:18][CH:17]=3)=[O:14])=[CH:11][C:10]=2[NH:25][C:26]2[C:27]3[CH:35]=[CH:34][C:33]([CH:36]([CH3:38])[CH3:37])=[N:32][C:28]=3[N:29]=[CH:30][N:31]=2)=[CH:4][CH:3]=1.[NH:39](C(OC(C)(C)C)=O)[C@H:40]([C:43](O)=[O:44])[CH2:41][CH3:42].C(OP(ON1C(=O)C2C=CC=CC=2N=N1)(OCC)=O)C.C(N(CC)CC)C.C(=O)([O-])[O-].[Na+].[Na+], predict the reaction product. The product is: [NH2:39][CH:40]([CH2:41][CH3:42])[C:43]([NH:1][C:2]1[CH:7]=[CH:6][C:5]([S:8][C:9]2[CH:24]=[CH:23][C:12]([C:13]([NH:15][C:16]3[CH:17]=[CH:18][C:19]([Br:22])=[CH:20][CH:21]=3)=[O:14])=[CH:11][C:10]=2[NH:25][C:26]2[C:27]3[CH:35]=[CH:34][C:33]([CH:36]([CH3:38])[CH3:37])=[N:32][C:28]=3[N:29]=[CH:30][N:31]=2)=[CH:4][CH:3]=1)=[O:44]. (2) Given the reactants [CH3:1][N:2]([CH2:4][C:5]1[C:13]2[O:12][N:11]=[C:10]([CH2:14][CH2:15][CH:16]3[CH2:21][CH2:20][N:19]([CH2:22][C:23]4[CH:28]=[CH:27][CH:26]=[C:25]([Cl:29])[N:24]=4)[CH2:18][CH2:17]3)[C:9]=2[CH:8]=[CH:7][C:6]=1[O:30][CH2:31][CH:32]1[CH2:34][CH2:33]1)[CH3:3].[C:35]([OH:42])(=[O:41])/[CH:36]=[CH:37]/[C:38]([OH:40])=[O:39], predict the reaction product. The product is: [C:35]([OH:42])(=[O:41])/[CH:36]=[CH:37]/[C:38]([OH:40])=[O:39].[C:35]([OH:42])(=[O:41])/[CH:36]=[CH:37]/[C:38]([OH:40])=[O:39].[CH3:1][N:2]([CH2:4][C:5]1[C:13]2[O:12][N:11]=[C:10]([CH2:14][CH2:15][CH:16]3[CH2:17][CH2:18][N:19]([CH2:22][C:23]4[CH:28]=[CH:27][CH:26]=[C:25]([Cl:29])[N:24]=4)[CH2:20][CH2:21]3)[C:9]=2[CH:8]=[CH:7][C:6]=1[O:30][CH2:31][CH:32]1[CH2:33][CH2:34]1)[CH3:3]. (3) Given the reactants [CH2:1]([N:3]1[C:7]([N:8]2[CH2:13][CH2:12][CH2:11][CH:10]([NH:14]C(=O)OC(C)(C)C)[CH2:9]2)=[N:6][CH:5]=[N:4]1)[CH3:2].[ClH:22], predict the reaction product. The product is: [ClH:22].[CH2:1]([N:3]1[C:7]([N:8]2[CH2:13][CH2:12][CH2:11][CH:10]([NH2:14])[CH2:9]2)=[N:6][CH:5]=[N:4]1)[CH3:2]. (4) Given the reactants Cl.[NH2:2][OH:3].CC[N:6]([CH2:9][CH3:10])CC.[Cl:11][C:12]1[CH:19]=[C:18]([CH2:20][O:21][CH:22]2[CH2:27][CH2:26][CH2:25][CH2:24][O:23]2)[C:17]([O:28][CH3:29])=[CH:16]C=1C#N, predict the reaction product. The product is: [Cl:11][C:12]1[CH:19]=[C:18]([CH2:20][O:21][CH:22]2[CH2:27][CH2:26][CH2:25][CH2:24][O:23]2)[C:17]([O:28][CH3:29])=[CH:16][C:10]=1[C:9](=[NH:6])[NH:2][OH:3]. (5) Given the reactants [CH:1](B(O)O)=[CH2:2].[CH3:6][O:7][C:8]([C:10]1[N:11]=[C:12]2[C:17](Br)=[CH:16][C:15]([C:19]3[CH:24]=[CH:23][CH:22]=[CH:21][CH:20]=3)=[CH:14][N:13]2[CH:25]=1)=[O:9].[O-]P([O-])([O-])=O.[K+].[K+].[K+].O1CCOC[CH2:35]1, predict the reaction product. The product is: [CH3:6][O:7][C:8]([C:10]1[N:11]=[C:12]2[C:17]([C:1]([CH3:2])=[CH2:35])=[CH:16][C:15]([C:19]3[CH:24]=[CH:23][CH:22]=[CH:21][CH:20]=3)=[CH:14][N:13]2[CH:25]=1)=[O:9]. (6) Given the reactants [Cl:1][C:2]1[CH:3]=[C:4]([NH2:10])[C:5]([NH2:9])=[CH:6][C:7]=1[Cl:8].C(N(CC)CC)C.O=[S:19](Cl)Cl, predict the reaction product. The product is: [Cl:1][C:2]1[C:7]([Cl:8])=[CH:6][C:5]2[C:4]([CH:3]=1)=[N:10][S:19][N:9]=2. (7) The product is: [C:29]([O:28][C:26](=[O:27])[N:13]([C:12]1[N:11]([C:33]2[CH:38]=[C:37]([CH:39]([CH3:40])[CH3:41])[C:36]([O:42][CH2:43][C:44]3[CH:45]=[CH:46][CH:47]=[CH:48][CH:49]=3)=[CH:35][C:34]=2[O:50][CH2:51][C:52]2[CH:57]=[CH:56][CH:55]=[CH:54][CH:53]=2)[N:10]=[N:9][C:8]=1[C:6](=[O:7])[NH:3][CH2:1][CH3:2])[C:14]1[CH:19]=[CH:18][C:17]([N:20]2[CH2:21][CH2:22][O:23][CH2:24][CH2:25]2)=[CH:16][CH:15]=1)([CH3:31])([CH3:30])[CH3:32]. Given the reactants [CH2:1]([NH2:3])[CH3:2].CO[C:6]([C:8]1[N:9]=[N:10][N:11]([C:33]2[CH:38]=[C:37]([CH:39]([CH3:41])[CH3:40])[C:36]([O:42][CH2:43][C:44]3[CH:49]=[CH:48][CH:47]=[CH:46][CH:45]=3)=[CH:35][C:34]=2[O:50][CH2:51][C:52]2[CH:57]=[CH:56][CH:55]=[CH:54][CH:53]=2)[C:12]=1[N:13]([C:26]([O:28][C:29]([CH3:32])([CH3:31])[CH3:30])=[O:27])[C:14]1[CH:19]=[CH:18][C:17]([N:20]2[CH2:25][CH2:24][O:23][CH2:22][CH2:21]2)=[CH:16][CH:15]=1)=[O:7], predict the reaction product. (8) Given the reactants [NH2:1][C@@H:2]([C:4]([OH:6])=[O:5])[CH3:3].C(N(CC)CC)C.[F:14][C:15]([F:22])([F:21])[C:16](OCC)=[O:17], predict the reaction product. The product is: [F:14][C:15]([F:22])([F:21])[C:16]([NH:1][C@@H:2]([C:4]([OH:6])=[O:5])[CH3:3])=[O:17].